From a dataset of Forward reaction prediction with 1.9M reactions from USPTO patents (1976-2016). Predict the product of the given reaction. (1) Given the reactants [ClH:1].C([S@@]([N:8]1[CH2:12][CH2:11][CH2:10][CH:9]1[C:13]1[CH:18]=[C:17]([F:19])[CH:16]=[CH:15][C:14]=1[O:20][C@@H:21]1[CH2:25][CH2:24][O:23][CH2:22]1)=O)(C)(C)C, predict the reaction product. The product is: [ClH:1].[F:19][C:17]1[CH:16]=[CH:15][C:14]([O:20][C@@H:21]2[CH2:25][CH2:24][O:23][CH2:22]2)=[C:13]([CH:9]2[CH2:10][CH2:11][CH2:12][NH:8]2)[CH:18]=1. (2) Given the reactants C([O:3][C:4](=O)[CH2:5][CH2:6][C@H:7]1[CH2:12][CH2:11][C@H:10]([CH2:13][CH2:14][N:15]([C:17]([O:19][C:20]([CH3:23])([CH3:22])[CH3:21])=[O:18])[CH3:16])[CH2:9][CH2:8]1)C.[H-].[Al+3].[Li+].[H-].[H-].[H-], predict the reaction product. The product is: [C:20]([O:19][C:17](=[O:18])[N:15]([CH2:14][CH2:13][C@H:10]1[CH2:9][CH2:8][C@H:7]([CH2:6][CH2:5][CH2:4][OH:3])[CH2:12][CH2:11]1)[CH3:16])([CH3:21])([CH3:23])[CH3:22]. (3) Given the reactants C[O:2][C:3]([C:5]1[S:12][C:11]2[C:10]([C:13]3[CH2:18][CH2:17][CH2:16][CH2:15][CH:14]=3)=[C:9]([C:19]3[CH:20]=[C:21]4[C:26](=[CH:27][CH:28]=3)[N:25]=[C:24]([C:29]3[S:33][C:32]([CH3:34])=[N:31][C:30]=3[CH3:35])[CH:23]=[CH:22]4)[NH:8][C:7]=2[CH:6]=1)=[O:4].[H-].[Na+].Cl[CH2:39][C:40]([N:42]1[CH2:47][CH2:46][O:45][CH2:44][CH2:43]1)=[O:41].[Li+].[OH-].Cl, predict the reaction product. The product is: [C:13]1([C:10]2[C:11]3[S:12][C:5]([C:3]([OH:2])=[O:4])=[CH:6][C:7]=3[N:8]([CH2:39][C:40]([N:42]3[CH2:47][CH2:46][O:45][CH2:44][CH2:43]3)=[O:41])[C:9]=2[C:19]2[CH:20]=[C:21]3[C:26](=[CH:27][CH:28]=2)[N:25]=[C:24]([C:29]2[S:33][C:32]([CH3:34])=[N:31][C:30]=2[CH3:35])[CH:23]=[CH:22]3)[CH2:18][CH2:17][CH2:16][CH2:15][CH:14]=1. (4) Given the reactants [F:1][C:2]1[CH:7]=[CH:6][CH:5]=[CH:4][C:3]=1[N:8]1[C:16]2[C:11](=[C:12]([N:17]3[CH:21]=[CH:20][NH:19][C:18]3=[O:22])[CH:13]=[CH:14][CH:15]=2)[CH:10]=[N:9]1.[H-].[Na+].Br[CH2:26][C:27]([NH2:29])=[O:28], predict the reaction product. The product is: [F:1][C:2]1[CH:7]=[CH:6][CH:5]=[CH:4][C:3]=1[N:8]1[C:16]2[C:11](=[C:12]([N:17]3[CH:21]=[CH:20][N:19]([CH2:26][C:27]([NH2:29])=[O:28])[C:18]3=[O:22])[CH:13]=[CH:14][CH:15]=2)[CH:10]=[N:9]1. (5) Given the reactants [NH2:1][CH2:2][CH2:3][CH2:4][CH2:5][N:6]1[C:18]2[C:17]3[CH:16]=[CH:15][CH:14]=[CH:13][C:12]=3[N:11]=[C:10]([NH2:19])[C:9]=2[N:8]=[CH:7]1.[CH:20]1[C:29]2[C:24](=[CH:25][CH:26]=[CH:27][CH:28]=2)[CH:23]=[CH:22][C:21]=1[O:30][C:31](Cl)=[O:32], predict the reaction product. The product is: [NH2:19][C:10]1[C:9]2[N:8]=[CH:7][N:6]([CH2:5][CH2:4][CH2:3][CH2:2][NH:1][C:31](=[O:32])[O:30][C:21]3[CH:22]=[CH:23][C:24]4[C:29](=[CH:28][CH:27]=[CH:26][CH:25]=4)[CH:20]=3)[C:18]=2[C:17]2[CH:16]=[CH:15][CH:14]=[CH:13][C:12]=2[N:11]=1.